This data is from Reaction yield outcomes from USPTO patents with 853,638 reactions. The task is: Predict the reaction yield, written as a fraction of the theoretical maximum amount of product (1.0 means a 100% yield; for example, 0.34 means a 34% yield). (1) The reactants are F[C:2]1[CH:7]=[CH:6][CH:5]=[CH:4][C:3]=1[N+:8]([O-:10])=[O:9].[CH3:11][O:12][C:13](=[O:22])[CH2:14][C:15]1([NH2:21])[CH2:20][CH2:19][CH2:18][CH2:17][CH2:16]1.CCN(C(C)C)C(C)C. The catalyst is CN(C=O)C.CCOC(C)=O. The product is [CH3:11][O:12][C:13](=[O:22])[CH2:14][C:15]1([NH:21][C:2]2[CH:7]=[CH:6][CH:5]=[CH:4][C:3]=2[N+:8]([O-:10])=[O:9])[CH2:16][CH2:17][CH2:18][CH2:19][CH2:20]1. The yield is 0.190. (2) The reactants are [O:1]1[CH2:6][CH2:5][CH:4](OS(C2C=CC(C)=CC=2)(=O)=O)[CH2:3][CH2:2]1.[C:18]([O-:21])(=[S:20])[CH3:19].[K+]. The catalyst is CN(C=O)C.[Na+].[I-]. The product is [O:1]1[CH2:2][CH2:3][CH:4]([S:20][C:18](=[O:21])[CH3:19])[CH2:5][CH2:6]1. The yield is 0.810. (3) The reactants are [Br:1][C:2]1[N:7]=[C:6]2[C:8]([C:12]3[CH:17]=[CH:16][C:15]([CH2:18][N:19]4[CH2:24][CH2:23][O:22][CH2:21][CH2:20]4)=[CH:14][N+:13]=3[O-])=[C:9]([OH:11])[NH:10][C:5]2=[CH:4][CH:3]=1.P(Cl)(Cl)Cl. The catalyst is C(OCC)(=O)C. The product is [Br:1][C:2]1[N:7]=[C:6]2[C:8]([C:12]3[CH:17]=[CH:16][C:15]([CH2:18][N:19]4[CH2:20][CH2:21][O:22][CH2:23][CH2:24]4)=[CH:14][N:13]=3)=[C:9]([OH:11])[NH:10][C:5]2=[CH:4][CH:3]=1. The yield is 0.480. (4) The reactants are [OH:1][C:2]([C:4]([F:15])([F:14])[CH:5]([O:8][C:9](=[O:13])[C:10]([CH3:12])=[CH2:11])[CH2:6][CH3:7])=O.CN(C)C=O.S1C=CC=C1[Cl:26]. No catalyst specified. The product is [Cl:26][C:2]([C:4]([F:15])([F:14])[CH:5]([O:8][C:9](=[O:13])[C:10]([CH3:12])=[CH2:11])[CH2:6][CH3:7])=[O:1]. The yield is 0.920. (5) The reactants are Cl[C:2]1[CH:7]=[C:6]([CH3:8])[N:5]=[CH:4][N:3]=1.[C:9]1(B(O)O)[CH:14]=[CH:13][CH:12]=[CH:11][CH:10]=1.C(=O)([O-])[O-].[Na+].[Na+]. The catalyst is Cl[Pd](Cl)([P](C1C=CC=CC=1)(C1C=CC=CC=1)C1C=CC=CC=1)[P](C1C=CC=CC=1)(C1C=CC=CC=1)C1C=CC=CC=1.ClCCl.O.C(#N)C. The product is [CH3:8][C:6]1[CH:7]=[C:2]([C:9]2[CH:14]=[CH:13][CH:12]=[CH:11][CH:10]=2)[N:3]=[CH:4][N:5]=1. The yield is 0.460. (6) The reactants are [OH-].[Na+].[CH3:3][NH:4][C:5]1[N:10]=[C:9]([CH2:11][CH2:12][O:13][C:14]2[CH:15]=[CH:16][C:17]3[C:21]([CH2:22][CH2:23][C:24]([O:26]CC)=[O:25])=[CH:20][O:19][C:18]=3[CH:29]=2)[CH:8]=[CH:7][CH:6]=1. The catalyst is C1COCC1. The product is [CH3:3][NH:4][C:5]1[N:10]=[C:9]([CH2:11][CH2:12][O:13][C:14]2[CH:15]=[CH:16][C:17]3[C:21]([CH2:22][CH2:23][C:24]([OH:26])=[O:25])=[CH:20][O:19][C:18]=3[CH:29]=2)[CH:8]=[CH:7][CH:6]=1. The yield is 0.740. (7) The reactants are Cl.[CH3:2][C:3]1([CH3:14])[C:12]2[C:7](=[CH:8][CH:9]=[CH:10][CH:11]=2)[N:6](N)[CH2:5][CH2:4]1.O=[C:16]([CH2:20][CH2:21]C(O)=O)[C:17]([OH:19])=[O:18]. The catalyst is C(O)(=O)C. The product is [CH3:2][C:3]1([CH3:14])[C:12]2[C:7]3=[C:8]([C:20]([CH2:16][C:17]([OH:19])=[O:18])=[CH:21][N:6]3[CH2:5][CH2:4]1)[CH:9]=[CH:10][CH:11]=2. The yield is 0.340.